Dataset: Forward reaction prediction with 1.9M reactions from USPTO patents (1976-2016). Task: Predict the product of the given reaction. (1) Given the reactants [C:1]([O:5][C@@H:6]([C:11]1[C:26]([CH3:27])=[CH:25][C:14]2[N:15]=[C:16]([C:18]3[CH:23]=[CH:22][N:21]=[C:20](Cl)[CH:19]=3)[S:17][C:13]=2[C:12]=1[C:28]1[CH:33]=[CH:32][C:31]([Cl:34])=[CH:30][CH:29]=1)[C:7]([O:9][CH3:10])=[O:8])([CH3:4])([CH3:3])[CH3:2].[CH3:35][N:36]1[C:44]2[CH:43]=[N:42][C:41]([Sn](CCCC)(CCCC)CCCC)=[N:40][C:39]=2[C:38]([CH3:58])=[N:37]1, predict the reaction product. The product is: [C:1]([O:5][C@@H:6]([C:11]1[C:26]([CH3:27])=[CH:25][C:14]2[N:15]=[C:16]([C:18]3[CH:23]=[CH:22][N:21]=[C:20]([C:41]4[N:42]=[CH:43][C:44]5[N:36]([CH3:35])[N:37]=[C:38]([CH3:58])[C:39]=5[N:40]=4)[CH:19]=3)[S:17][C:13]=2[C:12]=1[C:28]1[CH:29]=[CH:30][C:31]([Cl:34])=[CH:32][CH:33]=1)[C:7]([O:9][CH3:10])=[O:8])([CH3:2])([CH3:4])[CH3:3]. (2) The product is: [OH:1][C:2]1[C:11]2[C:6](=[C:7]3[CH:15]=[CH:14][CH:13]=[C:12]([CH2:17][CH3:18])[C:8]3=[CH:9][CH:10]=2)[O:5][C:4](=[O:16])[CH:3]=1. Given the reactants [OH:1][C:2]1[C:11]2[C:6](=[C:7]3[CH:15]=[CH:14][CH:13]=[CH:12][C:8]3=[CH:9][CH:10]=2)[O:5][C:4](=[O:16])[CH:3]=1.[CH2:17](C1C=CC=C2C=1C=CC=C2O)[CH3:18], predict the reaction product.